Dataset: Reaction yield outcomes from USPTO patents with 853,638 reactions. Task: Predict the reaction yield, written as a fraction of the theoretical maximum amount of product (1.0 means a 100% yield; for example, 0.34 means a 34% yield). (1) The reactants are [NH2:1][C@H:2]1[CH2:7][CH2:6][CH2:5][N:4]([CH:8]2[CH2:13][CH2:12][N:11]([C:14]([O:16][C:17]([CH3:20])([CH3:19])[CH3:18])=[O:15])[CH2:10][CH2:9]2)[C:3]1=[O:21].[F:22][C:23]1[CH:28]=[C:27]([S:29]([CH3:32])(=[O:31])=[O:30])[C:26]([F:33])=[CH:25][C:24]=1F.C([O-])([O-])=O.[Na+].[Na+]. The catalyst is CN(C=O)C. The product is [F:22][C:23]1[CH:28]=[C:27]([S:29]([CH3:32])(=[O:31])=[O:30])[C:26]([F:33])=[CH:25][C:24]=1[NH:1][C@H:2]1[CH2:7][CH2:6][CH2:5][N:4]([CH:8]2[CH2:9][CH2:10][N:11]([C:14]([O:16][C:17]([CH3:18])([CH3:20])[CH3:19])=[O:15])[CH2:12][CH2:13]2)[C:3]1=[O:21]. The yield is 0.700. (2) The product is [CH3:29][O:28][C:26]1[CH:25]=[C:24]([CH2:30][CH2:31][C:32]2[CH:33]=[C:34]([NH:37][C:13](=[O:15])[C:12]3[CH:11]=[CH:10][C:9]([N:4]4[CH2:5][C@H:6]([CH3:8])[NH:7][C@H:2]([CH3:1])[CH2:3]4)=[CH:19][CH:18]=3)[NH:35][N:36]=2)[CH:23]=[C:22]([O:21][CH3:20])[CH:27]=1. The catalyst is ClCCl. The yield is 0.502. The reactants are [CH3:1][C@H:2]1[NH:7][C@@H:6]([CH3:8])[CH2:5][N:4]([C:9]2[CH:19]=[CH:18][C:12]([C:13]([O:15]CC)=O)=[CH:11][CH:10]=2)[CH2:3]1.[CH3:20][O:21][C:22]1[CH:23]=[C:24]([CH2:30][CH2:31][C:32]2[CH:33]=[C:34]([NH2:37])[NH:35][N:36]=2)[CH:25]=[C:26]([O:28][CH3:29])[CH:27]=1.C[Al](C)C. (3) The reactants are [Cl:1][C:2]1[CH:3]=[C:4]([CH:8]=[CH:9][CH:10]=1)[C:5]([OH:7])=O.Cl.[CH3:12][O:13][C:14](=[O:19])[C@H:15]([CH2:17][OH:18])[NH2:16].C1C=CC2N(O)N=NC=2C=1.CN1CCOCC1.CCN=C=NCCCN(C)C. The catalyst is CN(C=O)C.C(OCC)(=O)C. The product is [CH3:12][O:13][C:14](=[O:19])[CH:15]([NH:16][C:5](=[O:7])[C:4]1[CH:8]=[CH:9][CH:10]=[C:2]([Cl:1])[CH:3]=1)[CH2:17][OH:18]. The yield is 0.930. (4) The reactants are [CH3:1][O:2][C:3]1[CH:4]=[C:5]([N:9](C(OC(C)(C)C)=O)[NH2:10])[CH:6]=[CH:7][CH:8]=1.C(O)(C(F)(F)F)=O. The catalyst is C(Cl)Cl.O. The product is [CH3:1][O:2][C:3]1[CH:4]=[C:5]([NH:9][NH2:10])[CH:6]=[CH:7][CH:8]=1. The yield is 0.930. (5) The product is [NH2:19][C:20]1[C:25]([S:26]([N:1]2[CH2:4][CH:3]([NH:5][C:6](=[O:12])[O:7][C:8]([CH3:9])([CH3:11])[CH3:10])[CH2:2]2)(=[O:28])=[O:27])=[CH:24][C:23]([Br:30])=[CH:22][N:21]=1. The yield is 0.800. The catalyst is O1CCOCC1.O. The reactants are [NH:1]1[CH2:4][CH:3]([NH:5][C:6](=[O:12])[O:7][C:8]([CH3:11])([CH3:10])[CH3:9])[CH2:2]1.C(=O)([O-])[O-].[K+].[K+].[NH2:19][C:20]1[C:25]([S:26](Cl)(=[O:28])=[O:27])=[CH:24][C:23]([Br:30])=[CH:22][N:21]=1.